Task: Predict the reactants needed to synthesize the given product.. Dataset: Full USPTO retrosynthesis dataset with 1.9M reactions from patents (1976-2016) (1) Given the product [F:6][C:7]1[CH:8]=[C:9]2[C:14](=[CH:15][C:16]=1[F:17])[N:13]=[C:12](/[CH:18]=[CH:19]/[C:20]1[CH:42]=[CH:41][C:23]3[O:24][CH2:25][C:26]4[CH:40]=[CH:39][CH:38]=[CH:37][C:27]=4[CH:28]([S:29][CH2:30][C:31]4([C:34]([O-:36])=[O:35])[CH2:32][CH2:33]4)[C:22]=3[CH:21]=1)[CH:11]=[CH:10]2.[Na+:44], predict the reactants needed to synthesize it. The reactants are: O1CCCC1.[F:6][C:7]1[CH:8]=[C:9]2[C:14](=[CH:15][C:16]=1[F:17])[N:13]=[C:12](/[CH:18]=[CH:19]/[C:20]1[CH:42]=[CH:41][C:23]3[O:24][CH2:25][C:26]4[CH:40]=[CH:39][CH:38]=[CH:37][C:27]=4[CH:28]([S:29][CH2:30][C:31]4([C:34]([OH:36])=[O:35])[CH2:33][CH2:32]4)[C:22]=3[CH:21]=1)[CH:11]=[CH:10]2.[OH-].[Na+:44]. (2) Given the product [Cl:36][C:34]1[N:33]=[CH:32][N:31]([C:28]2[CH:29]=[CH:30][C:25]([NH:24][C:21]3[N:20]=[C:19]4[CH:6]([C:7]5[CH:12]=[CH:11][C:10]([O:13][CH2:14][C:15]([F:16])([F:18])[F:17])=[CH:9][CH:8]=5)[CH2:5][CH2:4][CH2:3][CH2:2][N:23]4[N:22]=3)=[CH:26][C:27]=2[O:37][CH3:38])[CH:35]=1, predict the reactants needed to synthesize it. The reactants are: Cl[CH2:2][CH2:3][CH2:4][CH2:5][CH:6]([C:19]1[NH:23][N:22]=[C:21]([NH:24][C:25]2[CH:30]=[CH:29][C:28]([N:31]3[CH:35]=[C:34]([Cl:36])[N:33]=[CH:32]3)=[C:27]([O:37][CH3:38])[CH:26]=2)[N:20]=1)[C:7]1[CH:12]=[CH:11][C:10]([O:13][CH2:14][C:15]([F:18])([F:17])[F:16])=[CH:9][CH:8]=1.[I-].[Na+]. (3) Given the product [Cl:1][C:2]1[C:3]([NH:15][CH:16]2[CH2:23][CH:19]3[CH2:20][N:21]([C:31](=[O:32])[C:33]([F:36])([F:35])[F:34])[CH2:22][CH:18]3[CH2:17]2)=[N:4][C:5]([NH:8][C:9]2[CH:10]=[N:11][N:12]([CH3:14])[CH:13]=2)=[N:6][CH:7]=1, predict the reactants needed to synthesize it. The reactants are: [Cl:1][C:2]1[C:3]([NH:15][CH:16]2[CH2:23][CH:19]3[CH2:20][NH:21][CH2:22][CH:18]3[CH2:17]2)=[N:4][C:5]([NH:8][C:9]2[CH:10]=[N:11][N:12]([CH3:14])[CH:13]=2)=[N:6][CH:7]=1.CCN(CC)CC.[C:31](O[C:31]([C:33]([F:36])([F:35])[F:34])=[O:32])([C:33]([F:36])([F:35])[F:34])=[O:32].